This data is from Forward reaction prediction with 1.9M reactions from USPTO patents (1976-2016). The task is: Predict the product of the given reaction. (1) Given the reactants N[C:2]1[C:3]([C:11]2[CH:16]=[CH:15][CH:14]=[CH:13][CH:12]=2)=[N:4][S:5][C:6]=1[C:7]([O:9][CH3:10])=[O:8].[I:17]I.N(OCCCCC)=O, predict the reaction product. The product is: [I:17][C:2]1[C:3]([C:11]2[CH:16]=[CH:15][CH:14]=[CH:13][CH:12]=2)=[N:4][S:5][C:6]=1[C:7]([O:9][CH3:10])=[O:8]. (2) The product is: [NH2:10][C:9]1[C:6]([C:7]#[N:8])=[C:3]([S:2][CH3:1])[C:13]([C:11]#[N:12])=[C:14]([SH:15])[N:16]=1. Given the reactants [CH3:1][S:2][C:3](=[C:6]([C:9]#[N:10])[C:7]#[N:8])SC.[C:11]([CH2:13][C:14]([NH2:16])=[S:15])#[N:12].C(N(CC)CC)C.Cl, predict the reaction product. (3) Given the reactants C(O)(C(F)(F)F)=O.[CH3:8][O:9][C:10]1[CH:62]=[CH:61][C:13]([CH2:14][N:15]([CH2:52][C:53]2[CH:58]=[CH:57][C:56]([O:59][CH3:60])=[CH:55][CH:54]=2)[C:16]2[N:21]=[C:20]([CH3:22])[N:19]=[C:18]([C:23]3[CH:24]=[C:25]([CH2:38][CH:39]4[CH2:44][CH2:43][N:42](C(OC(C)(C)C)=O)[CH2:41][CH2:40]4)[CH:26]=[N:27][C:28]=3[NH:29][C:30]3[CH:31]=[N:32][C:33]([O:36][CH3:37])=[CH:34][CH:35]=3)[N:17]=2)=[CH:12][CH:11]=1.C(Cl)Cl.[CH3:66][S:67](Cl)(=[O:69])=[O:68], predict the reaction product. The product is: [CH3:8][O:9][C:10]1[CH:62]=[CH:61][C:13]([CH2:14][N:15]([CH2:52][C:53]2[CH:58]=[CH:57][C:56]([O:59][CH3:60])=[CH:55][CH:54]=2)[C:16]2[N:17]=[C:18]([C:23]3[C:28]([NH:29][C:30]4[CH:31]=[N:32][C:33]([O:36][CH3:37])=[CH:34][CH:35]=4)=[N:27][CH:26]=[C:25]([CH2:38][CH:39]4[CH2:44][CH2:43][N:42]([S:67]([CH3:66])(=[O:69])=[O:68])[CH2:41][CH2:40]4)[CH:24]=3)[N:19]=[C:20]([CH3:22])[N:21]=2)=[CH:12][CH:11]=1. (4) Given the reactants CC1(C)OB([C:7]2[CH2:12][CH2:11][CH:10]([C:13]([O:15][CH2:16][CH3:17])=[O:14])[CH2:9][CH:8]=2)OC1(C)C.P([O-])([O-])([O-])=O.[K+].[K+].[K+].Br[C:30]1[CH:31]=[N:32][N:33]([CH3:35])[CH:34]=1.O1CCOCC1, predict the reaction product. The product is: [CH3:35][N:33]1[CH:34]=[C:30]([C:7]2[CH2:12][CH2:11][CH:10]([C:13]([O:15][CH2:16][CH3:17])=[O:14])[CH2:9][CH:8]=2)[CH:31]=[N:32]1. (5) The product is: [CH3:1][C:2]1[C:3]2[C:12]3[CH:17]=[CH:16][CH:15]=[CH:14][C:13]=3[N:18]=[C:7]([OH:8])[C:4]=2[NH:5][CH:6]=1. Given the reactants [CH3:1][C:2]1[C:3]([C:12]2[CH:17]=[CH:16][CH:15]=[CH:14][C:13]=2[N+:18]([O-])=O)=[C:4]([C:7](OCC)=[O:8])[NH:5][CH:6]=1, predict the reaction product.